Dataset: Full USPTO retrosynthesis dataset with 1.9M reactions from patents (1976-2016). Task: Predict the reactants needed to synthesize the given product. (1) The reactants are: [C:1]([O:5][CH2:6][C:7]([CH2:20][O:21][C:22](=[O:25])[CH:23]=[CH2:24])([CH2:14][O:15]C(=O)C=C)[CH2:8][O:9]C(=O)C=C)(=[O:4])[CH:2]=[CH2:3].[CH3:26][NH:27][C:28]1[CH:33]=[CH:32][CH:31]=[CH:30][CH:29]=1. Given the product [CH3:26][N:27]([CH2:24][CH2:23][C:22]([OH:21])=[O:25])[C:28]1[CH:33]=[CH:32][CH:31]=[CH:30][CH:29]=1.[CH3:26][N:27]([CH2:3][CH2:2][C:1]([OH:5])=[O:4])[C:28]1[CH:33]=[CH:32][CH:31]=[CH:30][CH:29]=1.[CH3:26][N:27]([CH2:24][CH2:23][C:22]([OH:21])=[O:25])[C:28]1[CH:33]=[CH:32][CH:31]=[CH:30][CH:29]=1.[CH3:26][N:27]([CH2:24][CH2:23][C:22]([OH:21])=[O:25])[C:28]1[CH:33]=[CH:32][CH:31]=[CH:30][CH:29]=1.[OH:5][CH2:6][C:7]([CH2:20][OH:21])([CH2:14][OH:15])[CH2:8][OH:9], predict the reactants needed to synthesize it. (2) Given the product [CH3:30][C:31]1[CH:32]=[CH:33][C:34]([C:37]2[N:41]([C:42]3[CH:43]=[N:44][CH:45]=[CH:46][CH:47]=3)[N:40]=[C:39]([C:48]([N:28]3[CH2:29][CH:26]([O:25][CH3:24])[CH2:27]3)=[O:49])[CH:38]=2)=[N:35][CH:36]=1, predict the reactants needed to synthesize it. The reactants are: ON1C2C=CC=CC=2N=N1.Cl.CN(C)CCCN=C=NCC.Cl.[CH3:24][O:25][CH:26]1[CH2:29][NH:28][CH2:27]1.[CH3:30][C:31]1[CH:32]=[CH:33][C:34]([C:37]2[N:41]([C:42]3[CH:43]=[N:44][CH:45]=[CH:46][CH:47]=3)[N:40]=[C:39]([C:48](O)=[O:49])[CH:38]=2)=[N:35][CH:36]=1. (3) Given the product [NH2:9][C:3]1[N:4]=[CH:5][N:6]=[C:7]([NH:25][CH2:26][C@@H:27]2[CH2:32][CH2:31][N:30]([C:33](=[O:35])[C:41]#[CH:42])[CH2:29][C@H:28]2[OH:40])[C:2]=1[C:20]1[CH:19]=[N:18][N:17]([CH2:10][C:11]2[CH:16]=[CH:15][CH:14]=[CH:13][CH:12]=2)[CH:21]=1, predict the reactants needed to synthesize it. The reactants are: Cl[C:2]1[C:3]([NH2:9])=[N:4][CH:5]=[N:6][C:7]=1Cl.[CH2:10]([N:17]1[CH:21]=[C:20](B(O)O)[CH:19]=[N:18]1)[C:11]1[CH:16]=[CH:15][CH:14]=[CH:13][CH:12]=1.[NH2:25][CH2:26][C@@H:27]1[CH2:32][CH2:31][N:30]([C:33]([O:35]C(C)(C)C)=O)[CH2:29][C@H:28]1[OH:40].[C:41](O)(=O)[C:42]#C. (4) Given the product [CH2:1]([C:3]1[N:4]([CH2:16][CH2:17][CH2:18][CH2:19][N:20]([CH:21]2[CH2:25][CH2:24][S:23][CH2:22]2)[C:33](=[O:35])[CH3:34])[C:5]2[C:14]3[CH:13]=[CH:12][CH:11]=[CH:10][C:9]=3[N:8]=[CH:7][C:6]=2[N:15]=1)[CH3:2], predict the reactants needed to synthesize it. The reactants are: [CH2:1]([C:3]1[N:4]([CH2:16][CH2:17][CH2:18][CH2:19][NH:20][CH:21]2[CH2:25][CH2:24][S:23][CH2:22]2)[C:5]2[C:14]3[CH:13]=[CH:12][CH:11]=[CH:10][C:9]=3[N:8]=[CH:7][C:6]=2[N:15]=1)[CH3:2].C(N(CC)CC)C.[C:33](OC(=O)C)(=[O:35])[CH3:34]. (5) Given the product [Br:9][C:5]1[C:6]([Cl:8])=[N:7][C:2]([NH2:1])=[N:3][C:4]=1[C:14]1[CH:13]=[C:12]([Cl:11])[CH:17]=[CH:16][C:15]=1[O:21][CH3:22], predict the reactants needed to synthesize it. The reactants are: [NH2:1][C:2]1[N:7]=[C:6]([Cl:8])[C:5]([Br:9])=[C:4](Cl)[N:3]=1.[Cl:11][C:12]1[CH:13]=[CH:14][C:15]([O:21][CH3:22])=[C:16](B(O)O)[CH:17]=1.C1(P(C2C=CC=CC=2)C2C=CC=CC=2)C=CC=CC=1.C(=O)([O-])[O-].[Na+].[Na+].